This data is from Peptide-MHC class I binding affinity with 185,985 pairs from IEDB/IMGT. The task is: Regression. Given a peptide amino acid sequence and an MHC pseudo amino acid sequence, predict their binding affinity value. This is MHC class I binding data. (1) The peptide sequence is RQFPTAFES. The MHC is Mamu-B52 with pseudo-sequence Mamu-B52. The binding affinity (normalized) is 0.219. (2) The peptide sequence is ALGIICSAL. The MHC is HLA-B15:01 with pseudo-sequence HLA-B15:01. The binding affinity (normalized) is 0.0847. (3) The peptide sequence is RVATENIAV. The MHC is HLA-A02:06 with pseudo-sequence HLA-A02:06. The binding affinity (normalized) is 1.00. (4) The peptide sequence is QMAPVSAMVR. The MHC is HLA-A33:01 with pseudo-sequence HLA-A33:01. The binding affinity (normalized) is 0.178. (5) The peptide sequence is YVEHDPRLV. The MHC is HLA-A68:02 with pseudo-sequence HLA-A68:02. The binding affinity (normalized) is 0.301.